This data is from Peptide-MHC class II binding affinity with 134,281 pairs from IEDB. The task is: Regression. Given a peptide amino acid sequence and an MHC pseudo amino acid sequence, predict their binding affinity value. This is MHC class II binding data. (1) The peptide sequence is KRWIKMSILNTAGSG. The MHC is DRB1_1101 with pseudo-sequence DRB1_1101. The binding affinity (normalized) is 0.582. (2) The peptide sequence is SQDLELSWNLNGLQAR. The MHC is DRB1_0802 with pseudo-sequence DRB1_0802. The binding affinity (normalized) is 0.287. (3) The peptide sequence is APATPAAAGAEAGKA. The MHC is HLA-DQA10201-DQB10202 with pseudo-sequence HLA-DQA10201-DQB10202. The binding affinity (normalized) is 0. (4) The peptide sequence is RSQPGLCNMYKDSHHPARTA. The MHC is HLA-DQA10102-DQB10602 with pseudo-sequence HLA-DQA10102-DQB10602. The binding affinity (normalized) is 0.278.